From a dataset of Forward reaction prediction with 1.9M reactions from USPTO patents (1976-2016). Predict the product of the given reaction. (1) The product is: [Cl:41][C:42]1[C:43]([C:52]([F:54])([F:53])[F:55])=[N:44][N:45]([CH2:48][C:49]([N:38]2[CH2:39][CH2:40][N:35]([C:27]3[CH:28]=[C:29]([O:33][CH3:34])[C:30]([Cl:32])=[CH:31][C:26]=3[Cl:25])[CH2:36][CH2:37]2)=[O:50])[C:46]=1[CH3:47]. Given the reactants CN(C(ON1N=NC2C=CC=NC1=2)=[N+](C)C)C.F[P-](F)(F)(F)(F)F.[Cl:25][C:26]1[CH:31]=[C:30]([Cl:32])[C:29]([O:33][CH3:34])=[CH:28][C:27]=1[N:35]1[CH2:40][CH2:39][NH:38][CH2:37][CH2:36]1.[Cl:41][C:42]1[C:43]([C:52]([F:55])([F:54])[F:53])=[N:44][N:45]([CH2:48][C:49](O)=[O:50])[C:46]=1[CH3:47], predict the reaction product. (2) Given the reactants [Cl:1][C:2]1[N:3]=[CH:4][N:5]([C:17]2[CH:22]=[CH:21][C:20]([F:23])=[CH:19][CH:18]=2)[C:6]=1[C:7]1[C:12]([F:13])=[CH:11][C:10]([O:14][CH3:15])=[CH:9][C:8]=1[F:16].C([N-]C(C)C)(C)C.[Li+].CN(C)[CH:34]=[O:35], predict the reaction product. The product is: [Cl:1][C:2]1[N:3]=[C:4]([CH:34]=[O:35])[N:5]([C:17]2[CH:22]=[CH:21][C:20]([F:23])=[CH:19][CH:18]=2)[C:6]=1[C:7]1[C:8]([F:16])=[CH:9][C:10]([O:14][CH3:15])=[CH:11][C:12]=1[F:13]. (3) Given the reactants [OH:1][C@H:2]([C@@H:24]([NH:32][C:33](=[O:43])[C@H:34]([CH:40]([CH3:42])[CH3:41])[NH:35][C:36]([O:38][CH3:39])=[O:37])[CH2:25][C:26]1[CH:31]=[CH:30][CH:29]=[CH:28][CH:27]=1)[CH2:3][N:4]([CH2:17][CH:18]1[CH2:23][CH2:22][CH2:21][CH2:20][CH2:19]1)[NH:5][C:6](=[O:16])[C@H:7]([CH:13]([CH3:15])[CH3:14])[NH:8][C:9]([O:11][CH3:12])=[O:10].[C:44](Cl)(=[O:60])[CH2:45][CH2:46][CH2:47][CH2:48][CH2:49][CH2:50][CH2:51][CH2:52][CH2:53][CH2:54][CH2:55][CH2:56][CH2:57][CH2:58][CH3:59], predict the reaction product. The product is: [C:44]([O:1][C@H:2]([C@@H:24]([NH:32][C:33](=[O:43])[C@H:34]([CH:40]([CH3:42])[CH3:41])[NH:35][C:36]([O:38][CH3:39])=[O:37])[CH2:25][C:26]1[CH:27]=[CH:28][CH:29]=[CH:30][CH:31]=1)[CH2:3][N:4]([CH2:17][CH:18]1[CH2:23][CH2:22][CH2:21][CH2:20][CH2:19]1)[NH:5][C:6](=[O:16])[C@H:7]([CH:13]([CH3:14])[CH3:15])[NH:8][C:9]([O:11][CH3:12])=[O:10])(=[O:60])[CH2:45][CH2:46][CH2:47][CH2:48][CH2:49][CH2:50][CH2:51][CH2:52][CH2:53][CH2:54][CH2:55][CH2:56][CH2:57][CH2:58][CH3:59]. (4) Given the reactants Cl[CH2:2][C:3]1[N:8]=[C:7]([C:9]2[CH:14]=[C:13]([N:15]([CH3:17])[CH3:16])[CH:12]=[CH:11][N:10]=2)[CH:6]=[C:5]([OH:18])[CH:4]=1.[CH3:19][N:20]([CH3:30])[C:21]1[CH:26]=[CH:25][N:24]=[C:23]([CH2:27][NH:28][CH3:29])[CH:22]=1.C(N(CC)CC)C, predict the reaction product. The product is: [CH3:16][N:15]([CH3:17])[C:13]1[CH:12]=[CH:11][N:10]=[C:9]([C:7]2[CH:6]=[C:5]([OH:18])[CH:4]=[C:3]([CH2:2][N:28]([CH2:27][C:23]3[CH:22]=[C:21]([N:20]([CH3:19])[CH3:30])[CH:26]=[CH:25][N:24]=3)[CH3:29])[N:8]=2)[CH:14]=1. (5) Given the reactants OC(C(F)(F)F)=O.[CH2:8]1[C:17]2[C:12](=[CH:13][C:14]([CH:18]([NH:20][C:21](=[O:23])[CH3:22])[CH3:19])=[CH:15][CH:16]=2)[CH2:11][CH2:10][NH:9]1.Br[CH2:25][C:26]1[CH:31]=[CH:30][C:29]([O:32][CH:33]([CH3:35])[CH3:34])=[CH:28][C:27]=1[CH3:36], predict the reaction product. The product is: [CH:33]([O:32][C:29]1[CH:30]=[CH:31][C:26]([CH2:25][N:9]2[CH2:10][CH2:11][C:12]3[C:17](=[CH:16][CH:15]=[C:14]([CH:18]([NH:20][C:21](=[O:23])[CH3:22])[CH3:19])[CH:13]=3)[CH2:8]2)=[C:27]([CH3:36])[CH:28]=1)([CH3:35])[CH3:34]. (6) The product is: [Cl:42][C:39]1[CH:40]=[CH:41][C:36]([C:5]2[CH:4]=[CH:3][C:2]([N:1]3[CH2:51][CH2:52][CH2:53][C:54]3=[O:55])=[CH:35][C:6]=2[CH2:7][O:8][C:9]2[CH:14]=[CH:13][C:12]([C:15]3[N:19]([CH:20]4[CH2:25][CH2:24][CH2:23][CH2:22][CH2:21]4)[C:18]4[CH:26]=[CH:27][C:28]([C:30]([O:32][CH3:33])=[O:31])=[CH:29][C:17]=4[N:16]=3)=[C:11]([F:34])[CH:10]=2)=[CH:37][CH:38]=1. Given the reactants [NH2:1][C:2]1[CH:3]=[CH:4][C:5]([C:36]2[CH:41]=[CH:40][C:39]([Cl:42])=[CH:38][CH:37]=2)=[C:6]([CH:35]=1)[CH2:7][O:8][C:9]1[CH:14]=[CH:13][C:12]([C:15]2[N:19]([CH:20]3[CH2:25][CH2:24][CH2:23][CH2:22][CH2:21]3)[C:18]3[CH:26]=[CH:27][C:28]([C:30]([O:32][CH3:33])=[O:31])=[CH:29][C:17]=3[N:16]=2)=[C:11]([F:34])[CH:10]=1.C(N(CC)CC)C.Cl[CH2:51][CH2:52][CH2:53][C:54](Cl)=[O:55].O, predict the reaction product. (7) Given the reactants [O:1]1CCC[CH2:2]1.C([Mg]Cl)CCC.CCCCCC.C([Li])CCC.Br[C:24]1[CH:29]=[CH:28][C:27]([CH:30]([O:34][CH:35]2[CH2:40][CH2:39][CH2:38][CH2:37][O:36]2)[CH2:31][O:32][CH3:33])=[CH:26][N:25]=1.[Cl-].[NH4+], predict the reaction product. The product is: [CH3:33][O:32][CH2:31][CH:30]([C:27]1[CH:28]=[CH:29][C:24]([CH:2]=[O:1])=[N:25][CH:26]=1)[O:34][CH:35]1[CH2:40][CH2:39][CH2:38][CH2:37][O:36]1. (8) Given the reactants [CH3:1][N:2]1[C:10]2[C:5](=[CH:6][CH:7]=[CH:8][CH:9]=2)[CH:4]=[CH:3]1.[Cl-].[C:12]([C:16]1[CH:25]=[CH:24][C:19]([CH:20]=[N+:21]([CH3:23])[CH3:22])=[CH:18][CH:17]=1)([CH3:15])([CH3:14])[CH3:13].C(C1C=CC(C=O)=CC=1)(C)(C)C.CNC, predict the reaction product. The product is: [C:12]([C:16]1[CH:17]=[CH:18][C:19]([CH:20]([N:21]([CH3:23])[CH3:22])[C:4]2[C:5]3[C:10](=[CH:9][CH:8]=[CH:7][CH:6]=3)[N:2]([CH3:1])[CH:3]=2)=[CH:24][CH:25]=1)([CH3:15])([CH3:13])[CH3:14].